From a dataset of Full USPTO retrosynthesis dataset with 1.9M reactions from patents (1976-2016). Predict the reactants needed to synthesize the given product. (1) Given the product [CH2:1]([O:3][C:4](=[O:20])/[CH:5]=[C:6](/[C:13]1[CH:18]=[CH:17][C:16]([C:25]#[C:24][CH2:23][N:22]([CH3:26])[CH3:21])=[CH:15][CH:14]=1)\[C:7]1[CH:12]=[CH:11][CH:10]=[CH:9][CH:8]=1)[CH3:2], predict the reactants needed to synthesize it. The reactants are: [CH2:1]([O:3][C:4](=[O:20])/[CH:5]=[C:6](/[C:13]1[CH:18]=[CH:17][C:16](Br)=[CH:15][CH:14]=1)\[C:7]1[CH:12]=[CH:11][CH:10]=[CH:9][CH:8]=1)[CH3:2].[CH3:21][N:22]([CH3:26])[CH2:23][C:24]#[CH:25]. (2) Given the product [Cl:21][C:6]1[N:7]=[C:2]([CH3:1])[CH:3]=[C:4]([C:9]2[CH:14]=[CH:13][C:12]([C:15]([F:18])([F:17])[F:16])=[CH:11][CH:10]=2)[N:5]=1, predict the reactants needed to synthesize it. The reactants are: [CH3:1][C:2]1[NH:7][C:6](=O)[N:5]=[C:4]([C:9]2[CH:14]=[CH:13][C:12]([C:15]([F:18])([F:17])[F:16])=[CH:11][CH:10]=2)[CH:3]=1.P(Cl)(Cl)([Cl:21])=O. (3) Given the product [Br:1][C:2]1[CH:3]=[CH:4][C:5]([CH2:8][C:10]2[CH:15]=[CH:14][C:13]([Br:16])=[CH:12][CH:11]=2)=[CH:6][CH:7]=1, predict the reactants needed to synthesize it. The reactants are: [Br:1][C:2]1[CH:7]=[CH:6][C:5]([CH:8]([C:10]2[CH:15]=[CH:14][C:13]([Br:16])=[CH:12][CH:11]=2)O)=[CH:4][CH:3]=1.[BH4-].[Na+].O.[OH-].[Na+]. (4) Given the product [CH2:11]([O:1][C:2]1[CH:6]=[CH:5][S:4][C:3]=1[C:7]([O:9][CH3:10])=[O:8])[C:12]1[CH:17]=[CH:16][CH:15]=[CH:14][CH:13]=1, predict the reactants needed to synthesize it. The reactants are: [OH:1][C:2]1[CH:6]=[CH:5][S:4][C:3]=1[C:7]([O:9][CH3:10])=[O:8].[CH2:11](Br)[C:12]1[CH:17]=[CH:16][CH:15]=[CH:14][CH:13]=1.[H-].[Na+].C(O)(=O)CC(CC(O)=O)(C(O)=O)O. (5) Given the product [F:10][C:11]1[CH:12]=[C:13]([CH:17]=[CH:18][CH:19]=1)[CH2:14][CH2:15][NH:16][CH2:3][CH2:2][C:1]([O:5][C:6]([CH3:9])([CH3:8])[CH3:7])=[O:4], predict the reactants needed to synthesize it. The reactants are: [C:1]([O:5][C:6]([CH3:9])([CH3:8])[CH3:7])(=[O:4])[CH:2]=[CH2:3].[F:10][C:11]1[CH:12]=[C:13]([CH:17]=[CH:18][CH:19]=1)[CH2:14][CH2:15][NH2:16]. (6) The reactants are: [CH2:1]([S:3]([C:6]1[CH:7]=[C:8]([C:12]2[CH:20]=[C:19]([NH2:21])[C:18]([O:22][CH3:23])=[C:17]3[C:13]=2[C:14]2[CH:27]=[C:26]([CH3:28])[CH:25]=[N:24][C:15]=2[NH:16]3)[CH:9]=[CH:10][CH:11]=1)(=[O:5])=[O:4])[CH3:2].[CH3:29][N:30]([CH3:36])[CH2:31][CH2:32][C:33](Cl)=[O:34]. Given the product [CH3:29][N:30]([CH3:36])[CH2:31][CH2:32][C:33]([NH:21][C:19]1[C:18]([O:22][CH3:23])=[C:17]2[C:13]([C:14]3[CH:27]=[C:26]([CH3:28])[CH:25]=[N:24][C:15]=3[NH:16]2)=[C:12]([C:8]2[CH:9]=[CH:10][CH:11]=[C:6]([S:3]([CH2:1][CH3:2])(=[O:5])=[O:4])[CH:7]=2)[CH:20]=1)=[O:34], predict the reactants needed to synthesize it. (7) Given the product [CH3:1][O:2][C:3]([C:4]1[CH:9]=[C:8]([C:20]2[CH:25]=[CH:24][CH:23]=[CH:22][CH:21]=2)[C:7]([O:11][CH2:12][O:13][CH3:14])=[CH:6][C:5]=1[O:15][CH2:16][O:17][CH3:18])=[O:19], predict the reactants needed to synthesize it. The reactants are: [CH3:1][O:2][C:3](=[O:19])[C:4]1[CH:9]=[C:8](Br)[C:7]([O:11][CH2:12][O:13][CH3:14])=[CH:6][C:5]=1[O:15][CH2:16][O:17][CH3:18].[C:20]1(B(O)O)[CH:25]=[CH:24][CH:23]=[CH:22][CH:21]=1.C1(P(C2CCCCC2)C2C=CC=CC=2C2C(OC)=CC=CC=2OC)CCCCC1.[O-]P([O-])([O-])=O.[K+].[K+].[K+].O.